Dataset: NCI-60 drug combinations with 297,098 pairs across 59 cell lines. Task: Regression. Given two drug SMILES strings and cell line genomic features, predict the synergy score measuring deviation from expected non-interaction effect. Drug 1: CN(C)N=NC1=C(NC=N1)C(=O)N. Drug 2: C1C(C(OC1N2C=NC(=NC2=O)N)CO)O. Cell line: K-562. Synergy scores: CSS=47.7, Synergy_ZIP=3.50, Synergy_Bliss=4.08, Synergy_Loewe=-10.7, Synergy_HSA=8.01.